Task: Predict the product of the given reaction.. Dataset: Forward reaction prediction with 1.9M reactions from USPTO patents (1976-2016) (1) Given the reactants [CH3:1][N:2]1[CH2:8][CH2:7][CH:6]([OH:9])[C:5]2[O:10][CH:11]=[CH:12][C:4]=2[CH2:3]1.F[C:14]1[CH:23]=[CH:22][C:21]2[C:16](=[CH:17][CH:18]=[CH:19][CH:20]=2)[CH:15]=1, predict the reaction product. The product is: [CH3:1][N:2]1[CH2:8][CH2:7][CH:6]([O:9][C:14]2[CH:23]=[CH:22][C:21]3[C:16](=[CH:17][CH:18]=[CH:19][CH:20]=3)[CH:15]=2)[C:5]2[O:10][CH:11]=[CH:12][C:4]=2[CH2:3]1. (2) Given the reactants [CH3:1][O:2][C:3]1[CH:28]=[CH:27][C:6]([CH2:7][N:8]2[C:12]3=[N:13][CH:14]=[CH:15][C:16]([O:17][C:18]4[CH:23]=[CH:22][C:21]([NH2:24])=[CH:20][C:19]=4[F:25])=[C:11]3[C:10](I)=[N:9]2)=[CH:5][CH:4]=1.[CH3:29][N:30]1[C:34]([Sn](CCCC)(CCCC)CCCC)=[CH:33][N:32]=[CH:31]1, predict the reaction product. The product is: [F:25][C:19]1[CH:20]=[C:21]([CH:22]=[CH:23][C:18]=1[O:17][C:16]1[CH:15]=[CH:14][N:13]=[C:12]2[N:8]([CH2:7][C:6]3[CH:27]=[CH:28][C:3]([O:2][CH3:1])=[CH:4][CH:5]=3)[N:9]=[C:10]([C:34]3[N:30]([CH3:29])[CH:31]=[N:32][CH:33]=3)[C:11]=12)[NH2:24]. (3) Given the reactants C([O-])([O-])=O.[Na+].[Na+].Cl[C:8]1[N:13]=[CH:12][C:11]([Cl:14])=[CH:10][N:9]=1.[OH:15][C:16]1[CH:21]=[CH:20][C:19](B(O)O)=[CH:18][CH:17]=1, predict the reaction product. The product is: [Cl:14][C:11]1[CH:10]=[N:9][C:8]([C:19]2[CH:20]=[CH:21][C:16]([OH:15])=[CH:17][CH:18]=2)=[N:13][CH:12]=1. (4) Given the reactants [CH3:1][C:2]1[CH:3]=[C:4]([NH:16][C:17]2[C:26]3[C:21](=[CH:22][CH:23]=[CH:24][C:25]=3[O:27][CH2:28][C:29]([OH:31])=O)[N:20]=[CH:19][N:18]=2)[CH:5]=[CH:6][C:7]=1[O:8][C:9]1[CH:10]=[N:11][C:12]([CH3:15])=[CH:13][CH:14]=1.C([N:35](C(C)C)CC)(C)C.CN(C(ON1N=NC2C=CC=NC1=2)=[N+](C)C)C.F[P-](F)(F)(F)(F)F, predict the reaction product. The product is: [CH3:1][C:2]1[CH:3]=[C:4]([NH:16][C:17]2[C:26]3[C:21](=[CH:22][CH:23]=[CH:24][C:25]=3[O:27][CH2:28][C:29]([NH2:35])=[O:31])[N:20]=[CH:19][N:18]=2)[CH:5]=[CH:6][C:7]=1[O:8][C:9]1[CH:10]=[N:11][C:12]([CH3:15])=[CH:13][CH:14]=1. (5) Given the reactants Cl.[F:2][C:3]1[CH:30]=[CH:29][C:6]([CH2:7][NH:8][C:9]([C:11]2[CH:16]=[C:15]([C:17]3[CH2:21][CH:20]([CH:22]4[CH2:27][CH2:26][NH:25][CH2:24][CH2:23]4)[O:19][N:18]=3)[N:14]=[C:13]([CH3:28])[N:12]=2)=[O:10])=[CH:5][C:4]=1[O:31][CH3:32].[CH3:33][S:34](Cl)(=[O:36])=[O:35], predict the reaction product. The product is: [F:2][C:3]1[CH:30]=[CH:29][C:6]([CH2:7][NH:8][C:9]([C:11]2[CH:16]=[C:15]([C:17]3[CH2:21][CH:20]([CH:22]4[CH2:23][CH2:24][N:25]([S:34]([CH3:33])(=[O:36])=[O:35])[CH2:26][CH2:27]4)[O:19][N:18]=3)[N:14]=[C:13]([CH3:28])[N:12]=2)=[O:10])=[CH:5][C:4]=1[O:31][CH3:32]. (6) Given the reactants [NH:1]1[C:9]2[C:4](=[CH:5][CH:6]=[CH:7][CH:8]=2)[CH:3]=[CH:2]1.[OH-].[K+].[CH3:12][O:13][CH:14]1[CH2:19][CH2:18][CH2:17][CH2:16][C:15]1=O, predict the reaction product. The product is: [CH3:12][O:13][CH:14]1[C:15]([C:3]2[C:4]3[C:9](=[CH:8][CH:7]=[CH:6][CH:5]=3)[NH:1][CH:2]=2)=[CH:16][CH2:17][CH2:18][CH2:19]1.